Dataset: Full USPTO retrosynthesis dataset with 1.9M reactions from patents (1976-2016). Task: Predict the reactants needed to synthesize the given product. (1) Given the product [CH3:6][C:7]1[N:8]=[CH:9][S:10][C:11]=1[S:1]([Cl:5])(=[O:3])=[O:2], predict the reactants needed to synthesize it. The reactants are: [S:1]([Cl:5])(=O)(=[O:3])[OH:2].[CH3:6][C:7]1[N:8]=[CH:9][S:10][CH:11]=1.P(Cl)(Cl)(Cl)(Cl)Cl. (2) Given the product [C:33]([NH:32][S:29]([C:22]1[C:23]2[C:28](=[CH:27][CH:26]=[CH:25][CH:24]=2)[C:19]([C:9]2[N:10]=[C:11]([C:13]([O:15][CH2:16][CH3:17])=[O:14])[O:12][C:8]=2[CH2:7][CH:1]2[CH2:2][CH2:3][CH2:4][CH2:5][CH2:6]2)=[CH:20][CH:21]=1)(=[O:31])=[O:30])([CH3:36])([CH3:34])[CH3:35], predict the reactants needed to synthesize it. The reactants are: [CH:1]1([CH2:7][C:8]2[O:12][C:11]([C:13]([O:15][CH2:16][CH3:17])=[O:14])=[N:10][CH:9]=2)[CH2:6][CH2:5][CH2:4][CH2:3][CH2:2]1.Br[C:19]1[C:28]2[C:23](=[CH:24][CH:25]=[CH:26][CH:27]=2)[C:22]([S:29]([NH:32][C:33]([CH3:36])([CH3:35])[CH3:34])(=[O:31])=[O:30])=[CH:21][CH:20]=1.C1C=CC(P(C2C=CC=CC=2)C2C=CC=CC=2)=CC=1. (3) Given the product [N:20]1([C:18]([N:15]2[CH2:14][CH2:13][N:12]([C:10](=[O:11])[CH2:9][CH2:8][C:2]3[CH:7]=[CH:6][CH:5]=[CH:4][CH:3]=3)[CH2:17][CH2:16]2)=[O:19])[CH:24]=[CH:23][N:22]=[CH:21]1, predict the reactants needed to synthesize it. The reactants are: Cl.[C:2]1([CH2:8][CH2:9][C:10]([N:12]2[CH2:17][CH2:16][NH:15][CH2:14][CH2:13]2)=[O:11])[CH:7]=[CH:6][CH:5]=[CH:4][CH:3]=1.[C:18](N1C=CN=C1)([N:20]1[CH:24]=[CH:23][N:22]=[CH:21]1)=[O:19]. (4) Given the product [Br:1][C:2]1[CH:7]=[CH:6][C:5]([S:8]([NH:21][C@@H:18]([CH2:19][CH3:20])[C:17]([F:23])([F:22])[F:16])(=[O:10])=[O:9])=[C:4]([F:12])[C:3]=1[CH:13]([F:15])[F:14], predict the reactants needed to synthesize it. The reactants are: [Br:1][C:2]1[CH:7]=[CH:6][C:5]([S:8](Cl)(=[O:10])=[O:9])=[C:4]([F:12])[C:3]=1[CH:13]([F:15])[F:14].[F:16][C:17]([F:23])([F:22])[C@@H:18]([NH2:21])[CH2:19][CH3:20]. (5) Given the product [C:22]([NH:12][C:11]([NH:13][C:22]([O:24][C:25]([CH3:26])([CH3:27])[CH3:28])=[O:23])=[N:10][C:3]([O:6][C:25]([CH3:28])([CH3:27])[CH3:26])=[O:5])([O:24][C:25]([CH3:28])([CH3:27])[CH3:26])=[O:1], predict the reactants needed to synthesize it. The reactants are: [OH-:1].[K+].[C:3]([O-:6])([O-:5])=O.[Na+].[Na+].Cl.[NH2:10][C:11]([NH2:13])=[NH:12].[C:25]([O:24][C:22](O[C:22]([O:24][C:25]([CH3:28])([CH3:27])[CH3:26])=[O:23])=[O:23])([CH3:28])([CH3:27])[CH3:26]. (6) Given the product [CH:26]1[CH:25]=[CH:24][CH:23]=[C:22]2[C:27]=1[C:18]1[N:17]3[C@@H:12]([C:9]([OH:8])([CH3:10])[CH3:11])[CH2:13][O:14][CH2:15][C:16]3=[N:28][C:19]=1[CH:20]=[N:21]2, predict the reactants needed to synthesize it. The reactants are: [Si]([O:8][C:9]([C@@H:12]1[N:17]2[C:18]3[C:27]4[C:22](=[CH:23][CH:24]=[CH:25][CH:26]=4)[N:21]=[CH:20][C:19]=3[N:28]=[C:16]2[CH2:15][O:14][CH2:13]1)([CH3:11])[CH3:10])(C(C)(C)C)(C)C.[F-].C([N+](CCCC)(CCCC)CCCC)CCC. (7) Given the product [Cl:1][C:2]1[CH:3]=[C:4]2[C:8](=[CH:9][CH:10]=1)[N:7]([S:11]([C:14]1[CH:15]=[C:16]([CH:32]=[CH:33][CH:34]=1)[C:17]([NH:19][C:20]1[CH:29]=[CH:28][C:27](/[CH:30]=[N:38]/[O:37][CH3:36])=[CH:26][C:21]=1[C:22]([OH:24])=[O:23])=[O:18])(=[O:12])=[O:13])[CH2:6][CH2:5]2, predict the reactants needed to synthesize it. The reactants are: [Cl:1][C:2]1[CH:3]=[C:4]2[C:8](=[CH:9][CH:10]=1)[N:7]([S:11]([C:14]1[CH:15]=[C:16]([CH:32]=[CH:33][CH:34]=1)[C:17]([NH:19][C:20]1[CH:29]=[CH:28][C:27]([CH:30]=O)=[CH:26][C:21]=1[C:22]([O:24]C)=[O:23])=[O:18])(=[O:13])=[O:12])[CH2:6][CH2:5]2.Cl.[CH3:36][O:37][NH2:38].[OH-].[Na+].Cl.